This data is from Full USPTO retrosynthesis dataset with 1.9M reactions from patents (1976-2016). The task is: Predict the reactants needed to synthesize the given product. Given the product [F:51][C:42]1[CH:41]=[C:40]([NH:39][C:37](=[O:38])[C@@H:19]([NH:18][C:16]([C@H:13]2[CH2:14][CH2:15][C@H:10]([CH2:9][NH:8][C:6](=[O:7])[O:5][C:1]([CH3:4])([CH3:3])[CH3:2])[CH2:11][CH2:12]2)=[O:17])[CH2:20][C:21]2[CH:26]=[CH:25][C:24]([C:27]3[CH:32]=[CH:31][C:30]([C:33](=[O:35])[NH:61][CH:58]4[CH2:59][CH2:60][N:55]([CH:52]([CH3:54])[CH3:53])[CH2:56][CH2:57]4)=[CH:29][C:28]=3[CH3:36])=[CH:23][CH:22]=2)[CH:45]=[CH:44][C:43]=1[C:46]1[N:50]=[N:49][NH:48][N:47]=1, predict the reactants needed to synthesize it. The reactants are: [C:1]([O:5][C:6]([NH:8][CH2:9][C@H:10]1[CH2:15][CH2:14][C@H:13]([C:16]([NH:18][C@H:19]([C:37]([NH:39][C:40]2[CH:45]=[CH:44][C:43]([C:46]3[N:47]=[N:48][NH:49][N:50]=3)=[C:42]([F:51])[CH:41]=2)=[O:38])[CH2:20][C:21]2[CH:26]=[CH:25][C:24]([C:27]3[CH:32]=[CH:31][C:30]([C:33]([OH:35])=O)=[CH:29][C:28]=3[CH3:36])=[CH:23][CH:22]=2)=[O:17])[CH2:12][CH2:11]1)=[O:7])([CH3:4])([CH3:3])[CH3:2].[CH:52]([N:55]1[CH2:60][CH2:59][CH:58]([NH2:61])[CH2:57][CH2:56]1)([CH3:54])[CH3:53].C(N(CC)C(C)C)(C)C.F[P-](F)(F)(F)(F)F.CN(C(ON1C2=NC=CC=C2N=N1)=[N+](C)C)C.